Dataset: Reaction yield outcomes from USPTO patents with 853,638 reactions. Task: Predict the reaction yield, written as a fraction of the theoretical maximum amount of product (1.0 means a 100% yield; for example, 0.34 means a 34% yield). The reactants are [I:1][C:2]1[CH:3]=[CH:4][C:5]([NH:10][CH3:11])=[N:6][C:7]=1[O:8][CH3:9].C(O[CH:15]=[C:16]([C:22]([O:24]CC)=O)[C:17]([O:19][CH2:20][CH3:21])=[O:18])C. No catalyst specified. The product is [I:1][C:2]1[CH:3]=[C:4]2[C:5](=[N:6][C:7]=1[O:8][CH3:9])[N:10]([CH3:11])[CH:15]=[C:16]([C:17]([O:19][CH2:20][CH3:21])=[O:18])[C:22]2=[O:24]. The yield is 0.160.